From a dataset of Reaction yield outcomes from USPTO patents with 853,638 reactions. Predict the reaction yield, written as a fraction of the theoretical maximum amount of product (1.0 means a 100% yield; for example, 0.34 means a 34% yield). The reactants are [F:1][C:2]1[CH:12]=[CH:11][C:5]([CH2:6][Si:7](Cl)([Cl:9])[Cl:8])=[CH:4][CH:3]=1.C[SiH](Cl)Cl. The catalyst is [Cl-].C([P+](C1C=CC=CC=1)(C1C=CC=CC=1)C1C=CC=CC=1)C1C=CC=CC=1. The product is [F:1][C:2]1[CH:12]=[CH:11][C:5]([CH2:6][SiH:7]([Cl:9])[Cl:8])=[CH:4][CH:3]=1. The yield is 0.717.